Task: Predict the reactants needed to synthesize the given product.. Dataset: Full USPTO retrosynthesis dataset with 1.9M reactions from patents (1976-2016) (1) Given the product [CH3:36][C:29]1[C:30]([C:32]([F:34])([F:33])[F:35])=[CH:31][C:25]2[NH:24][C:23](=[O:37])[CH2:22][C:21]([C:17]3[CH:16]=[C:15]([C:11]4[CH:12]=[CH:13][CH:14]=[C:9]([S:6]([NH2:5])(=[O:8])=[O:7])[CH:10]=4)[CH:20]=[CH:19][CH:18]=3)=[N:27][C:26]=2[CH:28]=1, predict the reactants needed to synthesize it. The reactants are: C([NH:5][S:6]([C:9]1[CH:10]=[C:11]([C:15]2[CH:20]=[CH:19][CH:18]=[C:17]([C:21]3[CH2:22][C:23](=[O:37])[NH:24][C:25]4[CH:31]=[C:30]([C:32]([F:35])([F:34])[F:33])[C:29]([CH3:36])=[CH:28][C:26]=4[N:27]=3)[CH:16]=2)[CH:12]=[CH:13][CH:14]=1)(=[O:8])=[O:7])(C)(C)C.C(O)(C(F)(F)F)=O. (2) Given the product [CH3:1][C:2]1[C:6]([NH:7][C:8]([O:10][CH:11]([C:13]2[CH:14]=[CH:15][CH:16]=[CH:17][CH:18]=2)[CH3:12])=[O:9])=[C:5]([C:19]2[CH:24]=[CH:23][C:22]([C:25]3[CH:26]=[CH:27][C:28]([C:31]4([C:34]([OH:36])=[O:35])[CH2:33][CH2:32]4)=[CH:29][CH:30]=3)=[CH:21][CH:20]=2)[O:4][N:3]=1, predict the reactants needed to synthesize it. The reactants are: [CH3:1][C:2]1[C:6]([NH:7][C:8]([O:10][C@@H:11]([C:13]2[CH:18]=[CH:17][CH:16]=[CH:15][CH:14]=2)[CH3:12])=[O:9])=[C:5]([C:19]2[CH:24]=[CH:23][C:22]([C:25]3[CH:30]=[CH:29][C:28]([C:31]4([C:34]([OH:36])=[O:35])[CH2:33][CH2:32]4)=[CH:27][CH:26]=3)=[CH:21][CH:20]=2)[O:4][N:3]=1.C1(C(O)C)C=CC=CC=1. (3) Given the product [ClH:36].[NH2:7][CH2:8][CH2:9][O:10][CH2:11][CH2:12][O:13][CH2:14][CH2:15][O:16][CH2:17][CH2:18][O:19][CH2:20][CH2:21][C:22]([NH:23][C:24]1[S:25][C:26]([C:30]2[CH:35]=[CH:34][C:33]([Cl:36])=[C:32]([S:37]([CH3:40])(=[O:38])=[O:39])[CH:31]=2)=[C:27]([CH3:29])[N:28]=1)=[O:41], predict the reactants needed to synthesize it. The reactants are: C(OC(=O)[NH:7][CH2:8][CH2:9][O:10][CH2:11][CH2:12][O:13][CH2:14][CH2:15][O:16][CH2:17][CH2:18][O:19][CH2:20][CH2:21][C:22](=[O:41])[NH:23][C:24]1[S:25][C:26]([C:30]2[CH:35]=[CH:34][C:33]([Cl:36])=[C:32]([S:37]([CH3:40])(=[O:39])=[O:38])[CH:31]=2)=[C:27]([CH3:29])[N:28]=1)(C)(C)C.Cl. (4) Given the product [CH:18]1([NH:24][C:15]2[S:14][C:2]([C:5]3[CH:10]=[CH:9][C:8]([N+:11]([O-:13])=[O:12])=[CH:7][CH:6]=3)=[CH:3][N:16]=2)[CH2:23][CH2:22][CH2:21][CH2:20][CH2:19]1, predict the reactants needed to synthesize it. The reactants are: Br[CH:2]([C:5]1[CH:10]=[CH:9][C:8]([N+:11]([O-:13])=[O:12])=[CH:7][CH:6]=1)[CH:3]=O.[S-:14][C:15]#[N:16].[K+].[CH:18]1([NH2:24])[CH2:23][CH2:22][CH2:21][CH2:20][CH2:19]1. (5) Given the product [CH3:1][C:2]1[CH:6]=[C:5]([C:7]2[CH:8]=[CH:9][C:10]([C:13]([F:16])([F:14])[F:15])=[CH:11][CH:12]=2)[S:4][C:3]=1[C:17](=[O:19])[CH3:18], predict the reactants needed to synthesize it. The reactants are: [CH3:1][C:2]1[CH:6]=[C:5]([C:7]2[CH:12]=[CH:11][C:10]([C:13]([F:16])([F:15])[F:14])=[CH:9][CH:8]=2)[S:4][C:3]=1[CH:17]([OH:19])[CH3:18].